Dataset: Reaction yield outcomes from USPTO patents with 853,638 reactions. Task: Predict the reaction yield, written as a fraction of the theoretical maximum amount of product (1.0 means a 100% yield; for example, 0.34 means a 34% yield). (1) The product is [ClH:1].[NH2:14][C@@H:10]1[CH2:11][CH2:12][CH2:13][N:8]([C:6]2[N:7]=[C:2]([Cl:1])[C:3]([C:22]#[N:23])=[N:4][CH:5]=2)[CH2:9]1. The catalyst is O1CCOCC1. The yield is 1.00. The reactants are [Cl:1][C:2]1[N:7]=[C:6]([N:8]2[CH2:13][CH2:12][CH2:11][C@@H:10]([NH:14]C(=O)OC(C)(C)C)[CH2:9]2)[CH:5]=[N:4][C:3]=1[C:22]#[N:23].Cl. (2) The reactants are [CH3:1][C@@H:2]1[O:7][C@@H:6]([O:8][CH2:9][C@H:10]2[O:15][C@@H:14]([O:16][C:17]3[C:26](=[O:27])[C:25]4[C:24]([OH:28])=[CH:23][C:22]([OH:29])=[CH:21][C:20]=4[O:19][C:18]=3[C:30]3[CH:31]=[CH:32][C:33]([OH:37])=[C:34]([OH:36])[CH:35]=3)[C@H:13]([OH:38])[C@@H:12]([OH:39])[C@@H:11]2[OH:40])[C@H:5]([OH:41])[C@H:4]([OH:42])[C@H:3]1[OH:43]. The catalyst is C([O-])(=O)CC(CC([O-])=O)(C([O-])=O)O. The product is [CH:31]1[C:30]([C:18]2[O:19][C:20]3[CH:21]=[C:22]([OH:29])[CH:23]=[C:24]([OH:28])[C:25]=3[C:26](=[O:27])[C:17]=2[O:16][C@@H:14]2[O:15][C@H:10]([CH2:9][OH:8])[C@@H:11]([OH:40])[C@H:12]([OH:39])[C@H:13]2[OH:38])=[CH:35][C:34]([OH:36])=[C:33]([OH:37])[CH:32]=1.[CH:31]1[C:30]([C:18]2[O:19][C:20]3[CH:21]=[C:22]([OH:29])[CH:23]=[C:24]([OH:28])[C:25]=3[C:26](=[O:27])[C:17]=2[OH:16])=[CH:35][C:34]([OH:36])=[C:33]([OH:37])[CH:32]=1.[CH3:1][C@@H:2]1[O:7][C@@H:6]([O:8][CH2:9][C@H:10]2[O:15][C@@H:14]([O:16][C:17]3[C:26](=[O:27])[C:25]4[C:24]([OH:28])=[CH:23][C:22]([OH:29])=[CH:21][C:20]=4[O:19][C:18]=3[C:30]3[CH:31]=[CH:32][C:33]([OH:37])=[C:34]([OH:36])[CH:35]=3)[C@H:13]([OH:38])[C@@H:12]([OH:39])[C@@H:11]2[OH:40])[C@H:5]([OH:41])[C@H:4]([OH:42])[C@H:3]1[OH:43]. The yield is 0.970.